From a dataset of Peptide-MHC class I binding affinity with 185,985 pairs from IEDB/IMGT. Regression. Given a peptide amino acid sequence and an MHC pseudo amino acid sequence, predict their binding affinity value. This is MHC class I binding data. (1) The peptide sequence is DLYDMIHNV. The MHC is HLA-A02:11 with pseudo-sequence HLA-A02:11. The binding affinity (normalized) is 1.00. (2) The peptide sequence is SAIANRLAL. The MHC is H-2-Db with pseudo-sequence H-2-Db. The binding affinity (normalized) is 0.980. (3) The peptide sequence is KFTDGVCLF. The MHC is HLA-A26:01 with pseudo-sequence HLA-A26:01. The binding affinity (normalized) is 0.103. (4) The peptide sequence is WTDLYTSMS. The MHC is HLA-B15:01 with pseudo-sequence HLA-B15:01. The binding affinity (normalized) is 0.0847. (5) The peptide sequence is IETTTLPQDA. The MHC is Patr-B2401 with pseudo-sequence Patr-B2401. The binding affinity (normalized) is 0.0733. (6) The peptide sequence is SHEGEGIPL. The MHC is HLA-B07:02 with pseudo-sequence HLA-B07:02. The binding affinity (normalized) is 0.0847. (7) The MHC is HLA-B39:01 with pseudo-sequence HLA-B39:01. The binding affinity (normalized) is 0.0847. The peptide sequence is WSTIWRQLY. (8) The peptide sequence is SPGDNSAKF. The MHC is HLA-A68:02 with pseudo-sequence HLA-A68:02. The binding affinity (normalized) is 0.0847.